This data is from Catalyst prediction with 721,799 reactions and 888 catalyst types from USPTO. The task is: Predict which catalyst facilitates the given reaction. (1) Reactant: C([O:4][C@H:5]1[C@@H:9]([O:10]C(=O)C)[C@H:8]([C:14]2[C:18]3[N:19]=[CH:20][N:21]=[C:22](Cl)[C:17]=3[NH:16][CH:15]=2)[N:7]([C:24]([O:26][C:27]([CH3:30])([CH3:29])[CH3:28])=[O:25])[C@@H:6]1[CH2:31][O:32]C(=O)C)(=O)C.[NH3:36]. Product: [NH2:36][C:22]1[C:17]2[NH:16][CH:15]=[C:14]([C@H:8]3[C@H:9]([OH:10])[C@H:5]([OH:4])[C@@H:6]([CH2:31][OH:32])[N:7]3[C:24]([O:26][C:27]([CH3:28])([CH3:29])[CH3:30])=[O:25])[C:18]=2[N:19]=[CH:20][N:21]=1. The catalyst class is: 8. (2) Reactant: [CH:1]([NH:4][C:5]([C:7]1[C:16](=[O:17])[C:15]2[C:10](=[N:11][CH:12]=[CH:13][CH:14]=2)[N:9]([C:18]2[CH:23]=[CH:22][CH:21]=[C:20](B3OC(C)(C)C(C)(C)O3)[CH:19]=2)[CH:8]=1)=[O:6])([CH3:3])[CH3:2].Br[C:34]1[CH:39]=[CH:38][C:37]([C:40]2[CH:41]=[N:42][CH:43]=[CH:44][CH:45]=2)=[CH:36][CH:35]=1.C(=O)([O-])[O-].[Na+].[Na+]. Product: [CH:1]([NH:4][C:5]([C:7]1[C:16](=[O:17])[C:15]2[C:10](=[N:11][CH:12]=[CH:13][CH:14]=2)[N:9]([C:18]2[CH:23]=[CH:22][CH:21]=[C:20]([C:34]3[CH:35]=[CH:36][C:37]([C:40]4[CH:41]=[N:42][CH:43]=[CH:44][CH:45]=4)=[CH:38][CH:39]=3)[CH:19]=2)[CH:8]=1)=[O:6])([CH3:2])[CH3:3]. The catalyst class is: 423. (3) Reactant: [NH2:1][C@H:2]1[CH2:7][CH2:6][C@H:5]([NH2:8])[CH2:4][CH2:3]1.[Cl:9][C:10]1[N:15]=[C:14]([N:16]([C:18]2[CH:23]=[CH:22][N:21]=[C:20](F)[N:19]=2)[CH3:17])[CH:13]=[CH:12][N:11]=1.C(=O)([O-])[O-].[Cs+].[Cs+]. Product: [NH2:1][CH:2]1[CH2:7][CH2:6][CH:5]([NH:8][C:20]2[N:19]=[C:18]([N:16]([C:14]3[CH:13]=[CH:12][N:11]=[C:10]([Cl:9])[N:15]=3)[CH3:17])[CH:23]=[CH:22][N:21]=2)[CH2:4][CH2:3]1. The catalyst class is: 18. (4) Reactant: [OH:1][C:2]1[C:11]2[C:6](=[CH:7][CH:8]=[CH:9][CH:10]=2)[C:5]([CH3:17])([CH2:12][CH:13]=[C:14]([CH3:16])[CH3:15])[C:4](=[O:18])[C:3]=1[C:19]1[NH:24][C:23]2[CH:25]=[CH:26][C:27]([NH:29][S:30]([CH3:33])(=[O:32])=[O:31])=[CH:28][C:22]=2[S:21](=[O:35])(=[O:34])[N:20]=1.[ClH:36]. Product: [Cl:36][C:14]([CH3:15])([CH3:16])[CH2:13][CH2:12][C:5]1([CH3:17])[C:6]2[C:11](=[CH:10][CH:9]=[CH:8][CH:7]=2)[C:2]([OH:1])=[C:3]([C:19]2[NH:24][C:23]3[CH:25]=[CH:26][C:27]([NH:29][S:30]([CH3:33])(=[O:32])=[O:31])=[CH:28][C:22]=3[S:21](=[O:35])(=[O:34])[N:20]=2)[C:4]1=[O:18]. The catalyst class is: 12. (5) Product: [CH3:22][C:23]1[CH:32]=[CH:31][C:30]2[C:25](=[CH:26][CH:27]=[CH:28][C:29]=2[O:33][CH2:34][CH2:35][N:36]2[CH2:37][CH2:38][CH:39]([CH2:42][C:43]3[CH:50]=[C:49]([C:7](=[O:6])[CH3:8])[CH:48]=[CH:45][CH:44]=3)[CH2:40][CH2:41]2)[N:24]=1. Reactant: CP(=O)([O:6][CH2:7][CH3:8])OCC.C(=O)=O.CC(C)=O.C([Li])CCC.[CH3:22][C:23]1[CH:32]=[CH:31][C:30]2[C:25](=[CH:26][CH:27]=[CH:28][C:29]=2[O:33][CH2:34][CH2:35][N:36]2[CH2:41][CH2:40][CH:39]([CH2:42][C:43]3[CH:44]=[C:45]([CH:48]=[CH:49][CH:50]=3)C#N)[CH2:38][CH2:37]2)[N:24]=1.[H-].[Al+3].[Li+].[H-].[H-].[H-].S(=O)(=O)(O)O.C(=O)(O)[O-].[Na+]. The catalyst class is: 7. (6) Reactant: [CH3:1][O:2][C:3]1[CH:4]=[C:5]([CH:8]=[C:9]([O:13][CH3:14])[C:10]=1[O:11][CH3:12])[CH:6]=O.[NH2:15][C:16]1[NH:20][N:19]=[CH:18][C:17]=1[C:21]#[N:22].[CH:23]1([N+:28]#[C-:29])[CH2:27][CH2:26][CH2:25][CH2:24]1.Cl(O)(=O)(=O)=O. Product: [CH:23]1([NH:28][C:29]2[N:20]3[N:19]=[CH:18][C:17]([C:21]#[N:22])=[C:16]3[NH:15][C:6]=2[C:5]2[CH:4]=[C:3]([O:2][CH3:1])[C:10]([O:11][CH3:12])=[C:9]([O:13][CH3:14])[CH:8]=2)[CH2:27][CH2:26][CH2:25][CH2:24]1. The catalyst class is: 5. (7) Reactant: [H-].[Na+].[NH:3]1[C:12]2[C:7](=[CH:8][CH:9]=[CH:10][CH:11]=2)[CH2:6][CH2:5][C:4]1=[O:13].Br[CH2:15][CH2:16][CH2:17][Cl:18].O. Product: [Cl:18][CH2:17][CH2:16][CH2:15][N:3]1[C:12]2[C:7](=[CH:8][CH:9]=[CH:10][CH:11]=2)[CH2:6][CH2:5][C:4]1=[O:13]. The catalyst class is: 9. (8) Reactant: O1CCC[CH2:2]1.[CH3:6][N:7]1[C:16](=[O:17])[C:15]2[CH2:14][CH2:13][CH2:12][CH2:11][C:10]=2[N:9]=[C:8]1[S-:18].[K+].CI. Product: [CH3:6][N:7]1[C:16](=[O:17])[C:15]2[CH2:14][CH2:13][CH2:12][CH2:11][C:10]=2[N:9]=[C:8]1[S:18][CH3:2]. The catalyst class is: 9.